Predict the reaction yield, written as a fraction of the theoretical maximum amount of product (1.0 means a 100% yield; for example, 0.34 means a 34% yield). From a dataset of Reaction yield outcomes from USPTO patents with 853,638 reactions. (1) The product is [OH:1][CH:2]1[CH2:7][CH2:6][CH2:5][N:4]([C:15](=[O:17])[CH3:16])[CH2:3]1. The yield is 0.830. The catalyst is C1COCC1.C(Cl)Cl. The reactants are [OH:1][CH:2]1[CH2:7][CH2:6][CH2:5][NH:4][CH2:3]1.C(N(CC)CC)C.[C:15](Cl)(=[O:17])[CH3:16]. (2) The reactants are [N:1]1([CH2:7][C:8]2[CH:13]=[CH:12][C:11]([OH:14])=[CH:10][CH:9]=2)[CH2:6][CH2:5][CH2:4][CH2:3][CH2:2]1.[CH3:15][CH:16]1[CH2:21][CH2:20][CH2:19][CH2:18][N:17]1[CH2:22][CH2:23][CH2:24]O.C1(P(C2C=CC=CC=2)C2C=CC=CC=2)C=CC=CC=1.CC(OC(/N=N/C(OC(C)(C)C)=O)=O)(C)C.[CH2:61]([Cl:63])[Cl:62]. The product is [NH3:1].[CH2:61]([Cl:63])[Cl:62].[CH3:15][CH:16]1[CH2:21][CH2:20][CH2:19][CH2:18][N:17]1[CH2:22][CH2:23][CH2:24][O:14][C:11]1[CH:10]=[CH:9][C:8]([CH2:7][N:1]2[CH2:6][CH2:5][CH2:4][CH2:3][CH2:2]2)=[CH:13][CH:12]=1. No catalyst specified. The yield is 0.0250. (3) The reactants are [CH3:1][S:2]([N:5]1[CH2:10][CH2:9][C:8]2[N:11]([CH2:24][CH:25]3[CH2:27][O:26]3)[N:12]=[C:13]([C:14]3[CH:19]=[CH:18][C:17]([C:20]([F:23])([F:22])[F:21])=[CH:16][CH:15]=3)[C:7]=2[CH2:6]1)(=[O:4])=[O:3].[Cl:28][C:29]1[CH:37]=[C:36]2[C:32]([CH:33]=[CH:34][N:35]2[CH:38]2[CH2:43][CH2:42][NH:41][CH2:40][CH2:39]2)=[CH:31][CH:30]=1. The catalyst is CCO. The product is [Cl:28][C:29]1[CH:37]=[C:36]2[C:32]([CH:33]=[CH:34][N:35]2[CH:38]2[CH2:43][CH2:42][N:41]([CH2:27][CH:25]([OH:26])[CH2:24][N:11]3[C:8]4[CH2:9][CH2:10][N:5]([S:2]([CH3:1])(=[O:4])=[O:3])[CH2:6][C:7]=4[C:13]([C:14]4[CH:19]=[CH:18][C:17]([C:20]([F:23])([F:21])[F:22])=[CH:16][CH:15]=4)=[N:12]3)[CH2:40][CH2:39]2)=[CH:31][CH:30]=1. The yield is 0.480. (4) The catalyst is N1C=CC=CC=1. The reactants are [C:1]([Br:5])(Br)(Br)Br.[CH3:6][C:7]1[CH:12]=[CH:11][C:10]([S:13]([O:16][C@@H:17]2[CH2:21][O:20][C@@H:19]3[C@H](O)[CH2:23][O:24][C@H:18]23)(=[O:15])=[O:14])=[CH:9][CH:8]=1.C1(P(C2C=CC=CC=2)C2C=CC=CC=2)C=CC=CC=1.O. The product is [CH3:6][C:7]1[CH:12]=[CH:11][C:10]([S:13]([O:16][C@@H:17]2[CH2:21][O:20][C@@H:19]3[C@@H:1]([Br:5])[CH2:23][O:24][C@H:18]23)(=[O:15])=[O:14])=[CH:9][CH:8]=1. The yield is 0.430. (5) The reactants are [CH3:1][C:2]1([CH3:13])[C:6](=[O:7])[CH:5]=[C:4]([C:8]2[N:9]=[CH:10][S:11][CH:12]=2)[O:3]1.C1C(=O)N([Br:21])C(=O)C1. The catalyst is C(Cl)(Cl)Cl.C(Cl)Cl. The product is [Br:21][C:5]1[C:6](=[O:7])[C:2]([CH3:13])([CH3:1])[O:3][C:4]=1[C:8]1[N:9]=[CH:10][S:11][CH:12]=1. The yield is 0.710. (6) The reactants are [CH3:1][O:2][C:3]1[CH:48]=[C:47]([O:49][CH3:50])[CH:46]=[CH:45][C:4]=1[CH2:5][N:6]([C:39]1[CH:44]=[CH:43][N:42]=[CH:41][N:40]=1)[S:7]([C:10]1[CH:15]=[C:14]([CH3:16])[C:13]([O:17][C@H:18]2[CH2:23][CH2:22][CH2:21][CH2:20][C@@H:19]2[C:24]2[C:25]([N+:35]([O-])=O)=[N:26][N:27]([CH:29]3[CH2:34][CH2:33][CH2:32][CH2:31][O:30]3)[CH:28]=2)=[CH:12][C:11]=1[F:38])(=[O:9])=[O:8].C1COCC1.[BH4-].[Na+].C(=O)([O-])O.[Na+]. The catalyst is C1C=CC(P(C2C=CC=CC=2)[C-]2C=CC=C2)=CC=1.C1C=CC(P(C2C=CC=CC=2)[C-]2C=CC=C2)=CC=1.Cl[Pd]Cl.[Fe+2].C(OCC)(=O)C.C(O)C. The product is [NH2:35][C:25]1[C:24]([C@H:19]2[CH2:20][CH2:21][CH2:22][CH2:23][C@@H:18]2[O:17][C:13]2[C:14]([CH3:16])=[CH:15][C:10]([S:7]([N:6]([CH2:5][C:4]3[CH:45]=[CH:46][C:47]([O:49][CH3:50])=[CH:48][C:3]=3[O:2][CH3:1])[C:39]3[CH:44]=[CH:43][N:42]=[CH:41][N:40]=3)(=[O:9])=[O:8])=[C:11]([F:38])[CH:12]=2)=[CH:28][N:27]([CH:29]2[CH2:34][CH2:33][CH2:32][CH2:31][O:30]2)[N:26]=1. The yield is 0.420. (7) The reactants are Cl[S:2]([C:5]1[CH:14]=[CH:13][C:12]2[NH:11][C:10](=[O:15])[C:9]3[NH:16][CH:17]=[C:18]([C:19]([OH:21])=[O:20])[C:8]=3[C:7]=2[CH:6]=1)(=[O:4])=[O:3].[OH:22][C:23]1[CH:29]=[CH:28][C:26]([NH2:27])=[CH:25][CH:24]=1. The product is [OH:22][C:23]1[CH:29]=[CH:28][C:26]([NH:27][S:2]([C:5]2[CH:14]=[CH:13][C:12]3[NH:11][C:10](=[O:15])[C:9]4[NH:16][CH:17]=[CH:18][C:8]=4[C:7]=3[CH:6]=2)(=[O:3])=[O:4])=[CH:25][CH:24]=1.[CH2:18]([C:19]([O-:21])=[O:20])[CH3:17]. The yield is 0.110. No catalyst specified. (8) The reactants are Cl[C:2]1[N:3]=[C:4]([N:21]2[CH2:26][CH2:25][O:24][CH2:23][CH2:22]2)[C:5]2[S:10][C:9]([CH2:11][N:12]([CH3:20])[CH2:13][C:14]3[N:15]=[CH:16][N:17]([CH3:19])[CH:18]=3)=[CH:8][C:6]=2[N:7]=1.CC1(C)C(C)(C)OB([C:35]2[CH:36]=[N:37][C:38]([NH2:41])=[N:39][CH:40]=2)O1. No catalyst specified. The product is [CH3:20][N:12]([CH2:11][C:9]1[S:10][C:5]2[C:4]([N:21]3[CH2:26][CH2:25][O:24][CH2:23][CH2:22]3)=[N:3][C:2]([C:35]3[CH:36]=[N:37][C:38]([NH2:41])=[N:39][CH:40]=3)=[N:7][C:6]=2[CH:8]=1)[CH2:13][C:14]1[N:15]=[CH:16][N:17]([CH3:19])[CH:18]=1. The yield is 0.490. (9) The reactants are Br[C:2]1[CH:3]=[N:4][CH:5]=[CH:6][C:7]=1[CH3:8].[B:9](OC(C)C)([O:14]C(C)C)[O:10]C(C)C.C([Li])CCC. The catalyst is C1(C)C=CC=CC=1.C1COCC1. The product is [CH3:8][C:7]1[CH:6]=[CH:5][N:4]=[CH:3][C:2]=1[B:9]([OH:14])[OH:10]. The yield is 0.488. (10) The reactants are C([NH:5][S:6]([C:9]1[CH:14]=[CH:13][CH:12]=[C:11]([C:15]2[N:16]=[CH:17][N:18]([C:20]3[CH:25]=[C:24]([C:26]([F:29])([F:28])[F:27])[CH:23]=[C:22]([C:30]4[CH:35]=[CH:34][C:33]([C:36]([F:39])([F:38])[F:37])=[CH:32][CH:31]=4)[N:21]=3)[CH:19]=2)[CH:10]=1)(=[O:8])=[O:7])(C)(C)C.C(O)(C(F)(F)F)=O. The catalyst is ClCCl. The product is [F:29][C:26]([F:27])([F:28])[C:24]1[CH:23]=[C:22]([C:30]2[CH:31]=[CH:32][C:33]([C:36]([F:39])([F:38])[F:37])=[CH:34][CH:35]=2)[N:21]=[C:20]([N:18]2[CH:19]=[C:15]([C:11]3[CH:10]=[C:9]([S:6]([NH2:5])(=[O:8])=[O:7])[CH:14]=[CH:13][CH:12]=3)[N:16]=[CH:17]2)[CH:25]=1. The yield is 0.930.